From a dataset of Full USPTO retrosynthesis dataset with 1.9M reactions from patents (1976-2016). Predict the reactants needed to synthesize the given product. (1) Given the product [CH:1]1([C:4]2[NH:8][C:7]3[CH:9]=[C:10]([C:14]4[C:15]([CH3:20])=[N:16][O:17][C:18]=4[CH3:19])[CH:11]=[C:12]([C:24]4[S:23][C:22]([CH3:21])=[N:26][C:25]=4[CH3:27])[C:6]=3[N:5]=2)[CH2:3][CH2:2]1, predict the reactants needed to synthesize it. The reactants are: [CH:1]1([C:4]2[NH:5][C:6]3[C:12](I)=[CH:11][C:10]([C:14]4[C:15]([CH3:20])=[N:16][O:17][C:18]=4[CH3:19])=[CH:9][C:7]=3[N:8]=2)[CH2:3][CH2:2]1.[CH3:21][C:22]1[S:23][C:24](B2OC(C)(C)C(C)(C)O2)=[C:25]([CH3:27])[N:26]=1.C1CCN2C(=NCCC2)CC1.CN(C=O)C. (2) Given the product [NH2:53][CH2:52][C:43]1[CH:2]=[CH:3][C:4]([C:5]2[C:10]([C:11]3[CH:20]=[CH:19][C:18]4[C:13](=[CH:14][CH:15]=[C:16]([C:21]5[N:25]([CH:26]6[CH2:31][CH2:30][CH2:29][CH2:28][CH2:27]6)[C:24]6[CH:32]=[CH:33][C:34]([C:36]([OH:38])=[O:37])=[CH:35][C:23]=6[N:22]=5)[CH:17]=4)[N:12]=3)=[CH:9][C:8]([O:39][CH3:40])=[CH:7][CH:6]=2)=[CH:41][CH:42]=1, predict the reactants needed to synthesize it. The reactants are: Cl[C:2]1[CH:3]=[C:4]([CH:41]=[CH:42][C:43]=1F)[C:5]1[C:10]([C:11]2[CH:20]=[CH:19][C:18]3[C:13](=[CH:14][CH:15]=[C:16]([C:21]4[N:25]([CH:26]5[CH2:31][CH2:30][CH2:29][CH2:28][CH2:27]5)[C:24]5[CH:32]=[CH:33][C:34]([C:36]([OH:38])=[O:37])=[CH:35][C:23]=5[N:22]=4)[CH:17]=3)[N:12]=2)=[CH:9][C:8]([O:39][CH3:40])=[CH:7][CH:6]=1.COC(C1C=C[C:52]2[N:53](C3CCCCC3)C(C3C=C4C(=CC=3)N=C(C3C=C(OC)C=CC=3Br)C=C4)=NC=2C=1)=O.NCC1C=CC(B(O)O)=CC=1. (3) Given the product [Cl:3][C:4]1[N:8]([CH3:13])[C:7]2[CH:9]=[CH:10][CH:11]=[CH:12][C:6]=2[N:5]=1, predict the reactants needed to synthesize it. The reactants are: [H-].[Na+].[Cl:3][C:4]1[NH:5][C:6]2[CH:12]=[CH:11][CH:10]=[CH:9][C:7]=2[N:8]=1.[CH3:13]I.O.